The task is: Predict which catalyst facilitates the given reaction.. This data is from Catalyst prediction with 721,799 reactions and 888 catalyst types from USPTO. (1) Reactant: [CH3:1][C:2]1([CH3:15])[CH2:11][CH2:10][C:9]([CH3:13])([CH3:12])[C:8]2[CH:7]=[C:6]([NH2:14])[CH:5]=[CH:4][C:3]1=2.C([Li])CCC.I[CH2:22][CH2:23][CH2:24][CH2:25][CH3:26].C(=O)(O)[O-].[Na+]. Product: [CH2:22]([NH:14][C:6]1[CH:5]=[CH:4][C:3]2[C:2]([CH3:15])([CH3:1])[CH2:11][CH2:10][C:9]([CH3:13])([CH3:12])[C:8]=2[CH:7]=1)[CH2:23][CH2:24][CH2:25][CH3:26]. The catalyst class is: 7. (2) Reactant: [CH3:1][O:2][C:3]1[CH:8]=[CH:7][C:6]([NH:9][C:10](=[NH:20])[CH2:11][C:12](=[O:19])[C:13]2[CH:18]=[CH:17][CH:16]=[CH:15][CH:14]=2)=[CH:5][CH:4]=1.[C:21](OC)(=[O:24])[C:22]#[CH:23]. Product: [NH2:20][C:10]1[N:9]([C:6]2[CH:5]=[CH:4][C:3]([O:2][CH3:1])=[CH:8][CH:7]=2)[C:21](=[O:24])[CH:22]=[CH:23][C:11]=1[C:12](=[O:19])[C:13]1[CH:14]=[CH:15][CH:16]=[CH:17][CH:18]=1. The catalyst class is: 5. (3) Reactant: Cl.[F:2][C:3]1[CH:4]=[CH:5][C:6]([N+:16]([O-:18])=[O:17])=[C:7]([NH:9][CH2:10][C@@H:11]2[CH2:15][CH2:14][NH:13][CH2:12]2)[CH:8]=1.CCN(C(C)C)C(C)C.[CH:28]1([C:31](Cl)=[O:32])[CH2:30][CH2:29]1. Product: [CH:28]1([C:31]([N:13]2[CH2:14][CH2:15][C@@H:11]([CH2:10][NH:9][C:7]3[CH:8]=[C:3]([F:2])[CH:4]=[CH:5][C:6]=3[N+:16]([O-:18])=[O:17])[CH2:12]2)=[O:32])[CH2:30][CH2:29]1. The catalyst class is: 1. (4) Reactant: [Cl:1][C:2]1[N:10]=[C:9]2[C:5]([NH:6][CH:7]=[N:8]2)=[C:4](Cl)[N:3]=1.[CH3:12][Si:13]([CH2:16][CH2:17][O:18][C:19]([N:21]1[CH2:26][CH2:25][NH:24][CH2:23][CH2:22]1)=[O:20])([CH3:15])[CH3:14].CCOC(C)=O.CCCCCC. Product: [Cl:1][C:2]1[N:10]=[C:9]2[C:5]([NH:6][CH:7]=[N:8]2)=[C:4]([CH:22]2[CH2:23][NH:24][CH2:25][CH2:26][N:21]2[C:19]([O:18][CH2:17][CH2:16][Si:13]([CH3:15])([CH3:14])[CH3:12])=[O:20])[N:3]=1. The catalyst class is: 61.